From a dataset of Forward reaction prediction with 1.9M reactions from USPTO patents (1976-2016). Predict the product of the given reaction. Given the reactants C([O:5][C:6]([C:8]1[CH:17]=[CH:16][C:15]2[C:10](=[CH:11][CH:12]=[C:13]([C:18]([F:21])([F:20])[F:19])[CH:14]=2)[N:9]=1)=O)CCC.[BH4-].[Na+], predict the reaction product. The product is: [F:20][C:18]([F:19])([F:21])[C:13]1[CH:14]=[C:15]2[C:10](=[CH:11][CH:12]=1)[N:9]=[C:8]([CH2:6][OH:5])[CH:17]=[CH:16]2.